This data is from NCI-60 drug combinations with 297,098 pairs across 59 cell lines. The task is: Regression. Given two drug SMILES strings and cell line genomic features, predict the synergy score measuring deviation from expected non-interaction effect. Drug 1: C1CCC(CC1)NC(=O)N(CCCl)N=O. Drug 2: C1=CN(C=N1)CC(O)(P(=O)(O)O)P(=O)(O)O. Cell line: MALME-3M. Synergy scores: CSS=-2.05, Synergy_ZIP=-4.25, Synergy_Bliss=-10.4, Synergy_Loewe=-12.8, Synergy_HSA=-11.7.